From a dataset of Catalyst prediction with 721,799 reactions and 888 catalyst types from USPTO. Predict which catalyst facilitates the given reaction. Reactant: [Br:1][C:2]1[CH:3]=[C:4]([C:8]([CH3:13])([CH2:11][OH:12])[CH2:9]O)[CH:5]=[CH:6][CH:7]=1.C1C=CC(P(C2C=CC=CC=2)C2C=CC=CC=2)=CC=1.CCOC(/N=N/C(OCC)=O)=O. Product: [Br:1][C:2]1[CH:3]=[C:4]([C:8]2([CH3:13])[CH2:11][O:12][CH2:9]2)[CH:5]=[CH:6][CH:7]=1. The catalyst class is: 11.